Predict the reaction yield, written as a fraction of the theoretical maximum amount of product (1.0 means a 100% yield; for example, 0.34 means a 34% yield). From a dataset of Reaction yield outcomes from USPTO patents with 853,638 reactions. (1) The reactants are [C:1]([N:5]1[CH2:10][CH2:9][N:8]([C:11](OC(C)(C)C)=[O:12])[C@@H:7]([C:18]([N:20]2[CH2:25][CH2:24][NH:23][CH2:22][CH2:21]2)=[O:19])[CH2:6]1)([CH3:4])([CH3:3])[CH3:2].[Cl:26][C:27]1[CH:32]=[CH:31][C:30]([NH:33][C:34](=[O:42])OC2C=CC=CC=2)=[CH:29][C:28]=1[CH3:43]. The catalyst is C(Cl)Cl. The product is [NH3:5].[CH3:11][OH:12].[C:1]([N:5]1[CH2:10][CH2:9][NH:8][C@@H:7]([C:18]([N:20]2[CH2:25][CH2:24][N:23]([C:34]([NH:33][C:30]3[CH:31]=[CH:32][C:27]([Cl:26])=[C:28]([CH3:43])[CH:29]=3)=[O:42])[CH2:22][CH2:21]2)=[O:19])[CH2:6]1)([CH3:4])([CH3:2])[CH3:3]. The yield is 0.100. (2) The reactants are [C:1]1([C:20]2[CH:25]=[CH:24][CH:23]=[CH:22][CH:21]=2)[CH:6]=[CH:5][C:4]([CH2:7][NH:8][C:9]2[N:17]=[C:16](Cl)[N:15]=[C:14]3[C:10]=2[N:11]=[CH:12][N:13]3[CH3:19])=[CH:3][CH:2]=1.[NH2:26][C@H:27]([CH2:30][CH3:31])[CH2:28][OH:29].CCOCC. The catalyst is O. The product is [C:1]1([C:20]2[CH:25]=[CH:24][CH:23]=[CH:22][CH:21]=2)[CH:6]=[CH:5][C:4]([CH2:7][NH:8][C:9]2[N:17]=[C:16]([NH:26][C@H:27]([CH2:30][CH3:31])[CH2:28][OH:29])[N:15]=[C:14]3[C:10]=2[N:11]=[CH:12][N:13]3[CH3:19])=[CH:3][CH:2]=1. The yield is 0.620. (3) The reactants are [N:1]12[CH2:8][CH2:7][CH:4]([CH2:5][CH2:6]1)[C@@H:3]([O:9][C:10](=[O:38])[NH:11][C:12]1[CH:17]=[C:16]([CH2:18][CH2:19][CH2:20][CH2:21][O:22][C:23]3[CH:28]=[CH:27][C:26]([CH2:29][CH2:30][NH2:31])=[CH:25][CH:24]=3)[CH:15]=[CH:14][C:13]=1[C:32]1[CH:37]=[CH:36][CH:35]=[CH:34][CH:33]=1)[CH2:2]2.[CH2:39]([O:46][C:47]1[CH:48]=[CH:49][C:50]([C@@H:58]([O:61][Si:62]([C:65]([CH3:68])([CH3:67])[CH3:66])([CH3:64])[CH3:63])[CH2:59]Br)=[C:51]2[C:56]=1[NH:55][C:54](=[O:57])[CH:53]=[CH:52]2)[C:40]1[CH:45]=[CH:44][CH:43]=[CH:42][CH:41]=1.C(=O)(O)[O-].[Na+].[I].[Na]. The catalyst is CC(N(C)C)=O.O. The product is [N:1]12[CH2:6][CH2:5][CH:4]([CH2:7][CH2:8]1)[C@@H:3]([O:9][C:10](=[O:38])[NH:11][C:12]1[CH:17]=[C:16]([CH2:18][CH2:19][CH2:20][CH2:21][O:22][C:23]3[CH:24]=[CH:25][C:26]([CH2:29][CH2:30][NH:31][CH2:59][C@@H:58]([C:50]4[CH:49]=[CH:48][C:47]([O:46][CH2:39][C:40]5[CH:45]=[CH:44][CH:43]=[CH:42][CH:41]=5)=[C:56]5[C:51]=4[CH:52]=[CH:53][C:54](=[O:57])[NH:55]5)[O:61][Si:62]([C:65]([CH3:68])([CH3:67])[CH3:66])([CH3:64])[CH3:63])=[CH:27][CH:28]=3)[CH:15]=[CH:14][C:13]=1[C:32]1[CH:37]=[CH:36][CH:35]=[CH:34][CH:33]=1)[CH2:2]2. The yield is 0.330. (4) The reactants are O[CH2:2][C:3]1[CH:12]=[N:11][C:10]2[N:9]3[CH2:13][CH2:14][CH2:15][C@H:8]3[C:7](=[O:16])[NH:6][C:5]=2[CH:4]=1.Cl.[CH2:18]([NH:20][C:21](=[O:36])[C:22]1[CH:27]=[C:26]([F:28])[C:25]([N:29]2[CH2:34][CH2:33][NH:32][CH2:31][CH2:30]2)=[CH:24][C:23]=1[F:35])[CH3:19].[I-].C(C[P+](C)(C)C)#N.C(N(CC)C(C)C)(C)C. The catalyst is C(#N)CC.ClCCl.CO. The product is [CH2:18]([NH:20][C:21](=[O:36])[C:22]1[CH:27]=[C:26]([F:28])[C:25]([N:29]2[CH2:34][CH2:33][N:32]([CH2:2][C:3]3[CH:12]=[N:11][C:10]4[N:9]5[CH2:13][CH2:14][CH2:15][C@H:8]5[C:7](=[O:16])[NH:6][C:5]=4[CH:4]=3)[CH2:31][CH2:30]2)=[CH:24][C:23]=1[F:35])[CH3:19]. The yield is 0.368.